This data is from NCI-60 drug combinations with 297,098 pairs across 59 cell lines. The task is: Regression. Given two drug SMILES strings and cell line genomic features, predict the synergy score measuring deviation from expected non-interaction effect. (1) Cell line: MOLT-4. Drug 2: CC(C)CN1C=NC2=C1C3=CC=CC=C3N=C2N. Synergy scores: CSS=17.5, Synergy_ZIP=7.36, Synergy_Bliss=9.89, Synergy_Loewe=3.83, Synergy_HSA=5.09. Drug 1: C1=NC(=NC(=O)N1C2C(C(C(O2)CO)O)O)N. (2) Drug 1: CNC(=O)C1=CC=CC=C1SC2=CC3=C(C=C2)C(=NN3)C=CC4=CC=CC=N4. Drug 2: CC1C(C(CC(O1)OC2CC(OC(C2O)C)OC3=CC4=CC5=C(C(=O)C(C(C5)C(C(=O)C(C(C)O)O)OC)OC6CC(C(C(O6)C)O)OC7CC(C(C(O7)C)O)OC8CC(C(C(O8)C)O)(C)O)C(=C4C(=C3C)O)O)O)O. Cell line: HOP-92. Synergy scores: CSS=4.08, Synergy_ZIP=-0.656, Synergy_Bliss=-0.916, Synergy_Loewe=1.41, Synergy_HSA=-1.70.